From a dataset of Forward reaction prediction with 1.9M reactions from USPTO patents (1976-2016). Predict the product of the given reaction. (1) Given the reactants N(C(OCC)=O)=NC(OCC)=O.[Si:13]([O:30][C@H:31]1[CH2:36][C@H:35]2[CH2:37][C@@H:32]1[CH2:33][C@H:34]2O)([C:26]([CH3:29])([CH3:28])[CH3:27])([C:20]1[CH:25]=[CH:24][CH:23]=[CH:22][CH:21]=1)[C:14]1[CH:19]=[CH:18][CH:17]=[CH:16][CH:15]=1.[C:39]1(=[O:49])[NH:43][C:42](=[O:44])[C:41]2=[CH:45][CH:46]=[CH:47][CH:48]=[C:40]12.C1(P(C2C=CC=CC=2)C2C=CC=CC=2)C=CC=CC=1, predict the reaction product. The product is: [Si:13]([O:30][C@H:31]1[CH2:36][C@H:35]2[CH2:37][C@@H:32]1[CH2:33][C@@H:34]2[N:43]1[C:39](=[O:49])[C:40]2[C:41](=[CH:45][CH:46]=[CH:47][CH:48]=2)[C:42]1=[O:44])([C:26]([CH3:29])([CH3:27])[CH3:28])([C:20]1[CH:25]=[CH:24][CH:23]=[CH:22][CH:21]=1)[C:14]1[CH:15]=[CH:16][CH:17]=[CH:18][CH:19]=1. (2) Given the reactants [Cl:1][C:2]1[CH:7]=[CH:6][C:5](B(O)O)=[CH:4][CH:3]=1.Br[C:12]1[CH:17]=[CH:16][C:15]([OH:18])=[CH:14][N:13]=1, predict the reaction product. The product is: [Cl:1][C:2]1[CH:7]=[CH:6][C:5]([C:12]2[N:13]=[CH:14][C:15]([OH:18])=[CH:16][CH:17]=2)=[CH:4][CH:3]=1. (3) Given the reactants [CH2:1]([C:3]1[NH:7][N:6]=[C:5]([C:8]2[CH:13]=[CH:12][CH:11]=[CH:10][CH:9]=2)[CH:4]=1)[CH3:2].[Br:14]Br, predict the reaction product. The product is: [Br:14][C:4]1[C:5]([C:8]2[CH:13]=[CH:12][CH:11]=[CH:10][CH:9]=2)=[N:6][NH:7][C:3]=1[CH2:1][CH3:2]. (4) Given the reactants BrC1C(N2CCN(CC3C=NC=CC=3)CC2)=C2N=C(C3C=CC(CN)=CC=3)NC2=NC=1.[Cl:32][C:33]1[C:34]([N:62]2[CH2:67][CH2:66][N:65]([CH2:68][C:69]3[CH:70]=[N:71][CH:72]=[N:73][CH:74]=3)[CH2:64][CH2:63]2)=[C:35]2[N:41]=[C:40]([C:42]3[CH:61]=[CH:60][C:45]([CH2:46][N:47]4[CH2:52][CH2:51][N:50](C(OC(C)(C)C)=O)[CH2:49][CH2:48]4)=[CH:44][CH:43]=3)[NH:39][C:36]2=[N:37][CH:38]=1.C(O)(C(F)(F)F)=O, predict the reaction product. The product is: [Cl:32][C:33]1[C:34]([N:62]2[CH2:63][CH2:64][N:65]([CH2:68][C:69]3[CH:70]=[N:71][CH:72]=[N:73][CH:74]=3)[CH2:66][CH2:67]2)=[C:35]2[N:41]=[C:40]([C:42]3[CH:61]=[CH:60][C:45]([CH2:46][N:47]4[CH2:52][CH2:51][NH:50][CH2:49][CH2:48]4)=[CH:44][CH:43]=3)[NH:39][C:36]2=[N:37][CH:38]=1. (5) Given the reactants [F:1][C:2]1[CH:7]=[CH:6][C:5]([C:8](=O)[CH:9]([CH3:15])[C:10](=O)[CH:11]([CH3:13])[CH3:12])=[CH:4][CH:3]=1.Cl.[CH3:18][NH:19][C:20]([NH2:22])=[NH:21].C([O-])([O-])=O.[Cs+].[Cs+].O, predict the reaction product. The product is: [F:1][C:2]1[CH:7]=[CH:6][C:5]([C:8]2[C:9]([CH3:15])=[C:10]([CH:11]([CH3:13])[CH3:12])[N:22]=[C:20]([NH:19][CH3:18])[N:21]=2)=[CH:4][CH:3]=1. (6) The product is: [CH2:3]([NH:10][C:11](=[O:34])[N:12]([C:14]1[CH:15]=[CH:16][C:17]([CH3:33])=[C:18]([C:20]2[CH:25]=[CH:24][C:23](/[CH:26]=[CH:27]/[C:28]([OH:30])=[O:29])=[CH:22][CH:21]=2)[CH:19]=1)[CH3:13])[CH2:4][CH2:5][CH2:6][CH2:7][CH2:8][CH3:9]. Given the reactants [OH-].[Na+].[CH2:3]([NH:10][C:11](=[O:34])[N:12]([C:14]1[CH:15]=[CH:16][C:17]([CH3:33])=[C:18]([C:20]2[CH:25]=[CH:24][C:23](/[CH:26]=[CH:27]/[C:28]([O:30]CC)=[O:29])=[CH:22][CH:21]=2)[CH:19]=1)[CH3:13])[CH2:4][CH2:5][CH2:6][CH2:7][CH2:8][CH3:9], predict the reaction product.